This data is from Full USPTO retrosynthesis dataset with 1.9M reactions from patents (1976-2016). The task is: Predict the reactants needed to synthesize the given product. (1) Given the product [C:1]([C:3]1[C:8]2[N:9]=[C:10]([C:12]([N:14]([CH3:16])[CH3:15])=[O:13])[O:11][C:7]=2[C:6]([N:37]2[CH2:38][CH2:39][C@H:35]([NH:34][CH3:33])[CH2:36]2)=[C:5]([C:18]2[CH:23]=[CH:22][CH:21]=[C:20]([F:24])[CH:19]=2)[C:4]=1[CH3:25])#[N:2], predict the reactants needed to synthesize it. The reactants are: [C:1]([C:3]1[C:8]2[N:9]=[C:10]([C:12]([N:14]([CH3:16])[CH3:15])=[O:13])[O:11][C:7]=2[C:6](F)=[C:5]([C:18]2[CH:23]=[CH:22][CH:21]=[C:20]([F:24])[CH:19]=2)[C:4]=1[CH3:25])#[N:2].C(N(CC)CC)C.[CH3:33][N:34](C)[C@H:35]1[CH2:39][CH2:38][NH:37][CH2:36]1. (2) Given the product [CH3:5][S:6][C:7]1[C:8]([NH2:1])=[C:9]([N+:13]([O-:15])=[O:14])[CH:10]=[CH:11][CH:12]=1, predict the reactants needed to synthesize it. The reactants are: [NH2:1]OC.Cl.[CH3:5][S:6][C:7]1[CH:12]=[CH:11][CH:10]=[C:9]([N+:13]([O-:15])=[O:14])[CH:8]=1.CC([O-])(C)C.[K+]. (3) Given the product [Cl:15][C:16]1[CH:24]=[CH:23][CH:22]=[CH:21][C:17]=1[C:18]([NH:14][CH2:13][CH2:12][C:2]12[CH2:9][CH:8]3[CH2:7][CH:6]([CH2:5][CH:4]([CH2:10]3)[CH2:3]1)[CH2:11]2)=[O:19], predict the reactants needed to synthesize it. The reactants are: Cl.[C:2]12([CH2:12][CH2:13][NH2:14])[CH2:11][CH:6]3[CH2:7][CH:8]([CH2:10][CH:4]([CH2:5]3)[CH2:3]1)[CH2:9]2.[Cl:15][C:16]1[CH:24]=[CH:23][CH:22]=[CH:21][C:17]=1[C:18](Cl)=[O:19]. (4) Given the product [CH3:21][N:16]1[C:15](=[O:18])[N:4]2[C:5]3[CH:11]=[C:10]([N+:12]([O-:14])=[O:13])[CH:9]=[CH:8][C:6]=3[O:7][C:2]([CH3:19])([CH3:1])[C:3]2=[N:17]1, predict the reactants needed to synthesize it. The reactants are: [CH3:1][C:2]1([CH3:19])[O:7][C:6]2[CH:8]=[CH:9][C:10]([N+:12]([O-:14])=[O:13])=[CH:11][C:5]=2[N:4]2[C:15](=[O:18])[NH:16][N:17]=[C:3]12.I[CH3:21].[H-].[Na+].O. (5) Given the product [P:20]([O:28][CH2:29][C@H:30]1[O:34][C@@H:33]([N:35]2[C:44]3[N:43]=[CH:42][N:41]=[C:39]([NH2:40])[C:38]=3[N:37]=[CH:36]2)[C@H:32]([OH:45])[C@@H:31]1[OH:46])([O:23][P:24]([OH:26])([OH:27])=[O:25])(=[O:21])[OH:22].[P:20]([O:28][CH2:29][C@H:30]1[O:34][C@@H:33]([N:35]2[C:44]3[N:43]=[CH:42][N:41]=[C:39]([NH2:40])[C:38]=3[N:37]=[CH:36]2)[C@H:32]([OH:45])[C@@H:31]1[OH:46])([O:23][P:24]([O:26][P:20]([OH:23])([OH:22])=[O:21])([OH:27])=[O:25])(=[O:21])[OH:22], predict the reactants needed to synthesize it. The reactants are: N[C@H](C([O-])=O)CCC([O-])=O.C([O-])(=O)C(CC([O-])=O)O.[P:20]([O:28][CH2:29][C@H:30]1[O:34][C@@H:33]([N:35]2[C:44]3[N:43]=[CH:42][N:41]=[C:39]([NH2:40])[C:38]=3[N:37]=[CH:36]2)[C@H:32]([OH:45])[C@@H:31]1[OH:46])([O:23][P:24]([OH:27])([OH:26])=[O:25])(=[O:22])[OH:21]. (6) Given the product [Br:19][C:10]1[CH:11]=[N:12][C:13]([O:17][CH3:18])=[C:14]2[C:9]=1[NH:8][C:7](=[O:6])[CH:16]=[CH:15]2, predict the reactants needed to synthesize it. The reactants are: FC(F)(F)S([O:6][C:7]1[CH:16]=[CH:15][C:14]2[C:9](=[C:10]([Br:19])[CH:11]=[N:12][C:13]=2[O:17][CH3:18])[N:8]=1)(=O)=O. (7) Given the product [CH:29]1([C:32]([NH:1][C:2]2[N:28]=[C:5]3[CH:6]=[CH:7][C:8]([O:10][C:11]4[CH:12]=[CH:13][C:14]([F:27])=[C:15]([NH:17][C:18]([C:20]5[N:24]([CH3:25])[N:23]=[C:22]([CH3:26])[CH:21]=5)=[O:19])[CH:16]=4)=[CH:9][N:4]3[N:3]=2)=[O:33])[CH2:31][CH2:30]1, predict the reactants needed to synthesize it. The reactants are: [NH2:1][C:2]1[N:28]=[C:5]2[CH:6]=[CH:7][C:8]([O:10][C:11]3[CH:12]=[CH:13][C:14]([F:27])=[C:15]([NH:17][C:18]([C:20]4[N:24]([CH3:25])[N:23]=[C:22]([CH3:26])[CH:21]=4)=[O:19])[CH:16]=3)=[CH:9][N:4]2[N:3]=1.[CH:29]1([C:32](Cl)=[O:33])[CH2:31][CH2:30]1.